This data is from Catalyst prediction with 721,799 reactions and 888 catalyst types from USPTO. The task is: Predict which catalyst facilitates the given reaction. Reactant: Cl[C:2]1[C:11]([CH3:12])=[CH:10][C:5]([C:6]([O:8][CH3:9])=[O:7])=[CH:4][N:3]=1.[I-].[F:14][C:15]([F:20])([F:19])[CH2:16][CH2:17][Zn+]. Product: [CH3:12][C:11]1[C:2]([CH2:17][CH2:16][C:15]([F:20])([F:19])[F:14])=[N:3][CH:4]=[C:5]([CH:10]=1)[C:6]([O:8][CH3:9])=[O:7]. The catalyst class is: 128.